From a dataset of Full USPTO retrosynthesis dataset with 1.9M reactions from patents (1976-2016). Predict the reactants needed to synthesize the given product. Given the product [Cl:1][C:2]1[CH:7]=[CH:6][C:5]([CH:8]([CH3:10])[CH3:9])=[CH:4][C:3]=1[CH2:11][C:12]([OH:14])=[O:13], predict the reactants needed to synthesize it. The reactants are: [Cl:1][C:2]1[CH:7]=[CH:6][C:5]([CH:8]([CH3:10])[CH3:9])=[CH:4][C:3]=1[CH2:11][C:12]([O:14]C(C)(C)C)=[O:13].FC(F)(F)C(O)=O.